Dataset: Full USPTO retrosynthesis dataset with 1.9M reactions from patents (1976-2016). Task: Predict the reactants needed to synthesize the given product. (1) Given the product [CH3:1][N:2]1[C:6]([CH:7]2[CH2:8][CH2:9][CH2:10][N:11]([C:13]([O:15][C:16]([CH3:19])([CH3:18])[CH3:17])=[O:14])[CH2:12]2)=[CH:5][CH:4]=[N:3]1, predict the reactants needed to synthesize it. The reactants are: [CH3:1][N:2]1[C:6]([C:7]2[CH2:8][CH2:9][CH2:10][N:11]([C:13]([O:15][C:16]([CH3:19])([CH3:18])[CH3:17])=[O:14])[CH:12]=2)=[CH:5][CH:4]=[N:3]1. (2) Given the product [NH2:1][CH2:2][C@H:3]([NH:7][C:8]([O:10][CH2:11][C:12]1[CH:17]=[CH:16][CH:15]=[CH:14][CH:13]=1)=[O:9])[C:4]([O:6][C:19]([CH3:21])([CH3:20])[CH3:18])=[O:5], predict the reactants needed to synthesize it. The reactants are: [NH2:1][CH2:2][C@H:3]([NH:7][C:8]([O:10][CH2:11][C:12]1[CH:17]=[CH:16][CH:15]=[CH:14][CH:13]=1)=[O:9])[C:4]([OH:6])=[O:5].[CH3:18][C:19](=[CH2:21])[CH3:20].OS(O)(=O)=O.C([O-])(O)=O.[Na+]. (3) Given the product [F:1][C:2]1[CH:9]=[CH:8][CH:19]=[C:18]([O:17][CH3:15])[C:3]=1[C:6](=[O:10])[CH3:7], predict the reactants needed to synthesize it. The reactants are: [F:1][C:2]1[CH:9]=[CH:8][CH:7]=[C:6]([O:10]C)[C:3]=1C#N.C[Mg]I.[CH2:15]([O:17][CH2:18][CH3:19])C.Cl. (4) Given the product [C:1]([O:5][C:6]([N:8]1[CH2:13][CH2:12][CH:11]([NH:14][C:15]2[CH:20]=[CH:19][C:18]([C:21]([O:23][CH2:24][CH:25]=[CH2:26])=[O:22])=[CH:17][C:16]=2[NH:27][C:37](=[O:38])[CH2:36][Br:35])[CH2:10][CH2:9]1)=[O:7])([CH3:4])([CH3:3])[CH3:2], predict the reactants needed to synthesize it. The reactants are: [C:1]([O:5][C:6]([N:8]1[CH2:13][CH2:12][CH:11]([NH:14][C:15]2[CH:20]=[CH:19][C:18]([C:21]([O:23][CH2:24][CH:25]=[CH2:26])=[O:22])=[CH:17][C:16]=2[NH2:27])[CH2:10][CH2:9]1)=[O:7])([CH3:4])([CH3:3])[CH3:2].C(N(CC)CC)C.[Br:35][CH2:36][C:37](Cl)=[O:38].